From a dataset of Catalyst prediction with 721,799 reactions and 888 catalyst types from USPTO. Predict which catalyst facilitates the given reaction. (1) Reactant: [Cl:1][C:2]1[C:11]([O:12][CH3:13])=[C:10]([O:14][CH3:15])[CH:9]=[C:8]2[C:3]=1[CH2:4][CH:5]([CH3:16])[N:6]=[CH:7]2.C(O[CH:20]=[C:21]([C:27](=[O:29])[CH3:28])[C:22]([O:24][CH2:25][CH3:26])=[O:23])C. Product: [Cl:1][C:2]1[C:3]2[CH2:4][CH:5]([CH3:16])[N:6]3[CH:7]([C:8]=2[CH:9]=[C:10]([O:14][CH3:15])[C:11]=1[O:12][CH3:13])[CH2:28][C:27](=[O:29])[C:21]([C:22]([O:24][CH2:25][CH3:26])=[O:23])=[CH:20]3. The catalyst class is: 14. (2) Reactant: Br[C:2]1[CH:7]=[CH:6][C:5]([N:8]2[CH:12]=[CH:11][C:10]([CH2:13][CH2:14][C:15]([O:17][CH2:18][CH3:19])=[O:16])=[C:9]2[C:20]2[CH:25]=[CH:24][C:23]([C:26](=[O:28])[NH2:27])=[CH:22][C:21]=2[CH3:29])=[CH:4][CH:3]=1.[NH:30]1[CH:34]=[CH:33][N:32]=[CH:31]1.N1CCC[C@H]1C(O)=O.C([O-])([O-])=O.[K+].[K+]. Product: [N:30]1([C:2]2[CH:7]=[CH:6][C:5]([N:8]3[CH:12]=[CH:11][C:10]([CH2:13][CH2:14][C:15]([O:17][CH2:18][CH3:19])=[O:16])=[C:9]3[C:20]3[CH:25]=[CH:24][C:23]([C:26](=[O:28])[NH2:27])=[CH:22][C:21]=3[CH3:29])=[CH:4][CH:3]=2)[CH:34]=[CH:33][N:32]=[CH:31]1. The catalyst class is: 156. (3) Reactant: Cl[C:2]1[C:7]([C:8]([F:11])([F:10])[F:9])=[CH:6][CH:5]=[CH:4][N:3]=1.[CH3:12][O:13][C:14]1[CH:19]=[CH:18][C:17](B(O)O)=[CH:16][N:15]=1.C(=O)([O-])[O-].[K+].[K+]. The catalyst class is: 109. Product: [CH3:12][O:13][C:14]1[N:15]=[CH:16][C:17]([C:2]2[C:7]([C:8]([F:11])([F:10])[F:9])=[CH:6][CH:5]=[CH:4][N:3]=2)=[CH:18][CH:19]=1. (4) Reactant: [OH:1][C:2]1[C:9]([CH3:10])=[CH:8][C:5]([CH:6]=[O:7])=[CH:4][C:3]=1[CH3:11].C(=O)([O-])[O-].[Cs+].[Cs+].Cl[CH2:19][CH:20]1[CH2:24][O:23][C:22]([CH3:26])([CH3:25])[O:21]1.O. Product: [CH3:25][C:22]1([CH3:26])[O:21][CH:20]([CH2:19][O:1][C:2]2[C:3]([CH3:11])=[CH:4][C:5]([CH:6]=[O:7])=[CH:8][C:9]=2[CH3:10])[CH2:24][O:23]1. The catalyst class is: 3. (5) Reactant: [CH3:1][O:2][C:3](=[O:19])[CH2:4][C@H:5]1[CH2:10][CH2:9][C@H:8]([NH:11][C:12]([O:14][C:15]([CH3:18])([CH3:17])[CH3:16])=[O:13])[CH2:7][CH2:6]1.[Li+].C[Si]([N-][Si](C)(C)C)(C)C.[CH3:30][O:31][C:32]1[N:33]=[C:34]2[C:39](=[CH:40][CH:41]=1)[N:38]=[CH:37][CH:36]=[C:35]2[CH:42]=[O:43]. Product: [CH3:1][O:2][C:3](=[O:19])[CH:4]([C@H:5]1[CH2:6][CH2:7][C@H:8]([NH:11][C:12]([O:14][C:15]([CH3:16])([CH3:18])[CH3:17])=[O:13])[CH2:9][CH2:10]1)[CH:42]([OH:43])[C:35]1[C:34]2[C:39](=[CH:40][CH:41]=[C:32]([O:31][CH3:30])[N:33]=2)[N:38]=[CH:37][CH:36]=1. The catalyst class is: 1. (6) Reactant: [C:1]([OH:13])(=[O:12])[CH2:2][C:3]([CH2:8][C:9]([OH:11])=[O:10])([C:5]([OH:7])=[O:6])[OH:4].O.[C:15]([O-:27])(=[O:26])[CH2:16][C:17]([CH2:22][C:23]([O-:25])=[O:24])([C:19]([O-:21])=[O:20])[OH:18].[K+:28].[K+].[K+]. Product: [C:1]([O-:13])(=[O:12])[CH2:2][C:3]([CH2:8][C:9]([O-:11])=[O:10])([C:5]([O-:7])=[O:6])[OH:4].[K+:28].[K+:28].[K+:28].[C:15]([OH:27])(=[O:26])[CH2:16][C:17]([CH2:22][C:23]([OH:25])=[O:24])([C:19]([OH:21])=[O:20])[OH:18]. The catalyst class is: 6. (7) Reactant: Br[CH2:2][C:3]([C:5]1[S:9][C:8]([NH:10][CH3:11])=[N:7][C:6]=1[CH3:12])=[O:4].[C-:13]#[N:14].[Na+]. Product: [CH3:12][C:6]1[N:7]=[C:8]([NH:10][CH3:11])[S:9][C:5]=1[C:3](=[O:4])[CH2:2][C:13]#[N:14]. The catalyst class is: 40. (8) Reactant: N1CCCC1.[H-].COCCO[Al+]OCCOC.[Na+].[H-].CC(C)([O-])C.[K+].C[O:27][C:28](=O)[C:29]1[CH:34]=[CH:33][C:32]([N:35]2[CH:39]=[C:38]([CH3:40])[N:37]=[CH:36]2)=[C:31]([O:41][CH3:42])[CH:30]=1.[OH-].[Na+]. Product: [CH3:42][O:41][C:31]1[CH:30]=[C:29]([CH:34]=[CH:33][C:32]=1[N:35]1[CH:39]=[C:38]([CH3:40])[N:37]=[CH:36]1)[CH:28]=[O:27]. The catalyst class is: 56. (9) Reactant: [Cl:1][C:2]1[CH:7]=[CH:6][C:5](B(O)O)=[CH:4][CH:3]=1.[C:11](=O)([O-])[O-].[K+].[K+].Br[C:18]1[S:22][C:21]([C:23]([O:25][CH3:26])=[O:24])=[C:20]([C:27]2[C:36]3[CH2:35][CH2:34][CH2:33][CH2:32][C:31]=3[C:30]([S:37](=[O:40])(=[O:39])[NH2:38])=[CH:29][CH:28]=2)[C:19]=1[CH3:41]. Product: [Cl:1][C:2]1[CH:7]=[CH:6][C:5]([C:18]2[S:22][C:21]([C:23]([O:25][CH2:26][CH3:11])=[O:24])=[C:20]([C:27]3[C:36]4[CH2:35][CH2:34][CH2:33][CH2:32][C:31]=4[C:30]([S:37](=[O:40])(=[O:39])[NH2:38])=[CH:29][CH:28]=3)[C:19]=2[CH3:41])=[CH:4][CH:3]=1. The catalyst class is: 234. (10) Reactant: Cl[S:2]([C:5]1[CH:6]=[CH:7][C:8]([F:14])=[C:9]([CH:13]=1)[C:10]([OH:12])=[O:11])(=[O:4])=[O:3].[CH:15]1([NH2:21])[CH2:20][CH2:19][CH2:18][CH2:17][CH2:16]1.CCN(C(C)C)C(C)C. The catalyst class is: 2. Product: [CH:15]1([NH:21][S:2]([C:5]2[CH:6]=[CH:7][C:8]([F:14])=[C:9]([CH:13]=2)[C:10]([OH:12])=[O:11])(=[O:4])=[O:3])[CH2:20][CH2:19][CH2:18][CH2:17][CH2:16]1.